Dataset: Retrosynthesis with 50K atom-mapped reactions and 10 reaction types from USPTO. Task: Predict the reactants needed to synthesize the given product. Given the product COC(=O)CN1C(=O)[C@@H](NC(=O)OC(C)(C)C)CNc2ccccc21, predict the reactants needed to synthesize it. The reactants are: CC(C)(C)OC(=O)N[C@H]1CNc2ccccc2NC1=O.COC(=O)CBr.